From a dataset of Peptide-MHC class II binding affinity with 134,281 pairs from IEDB. Regression. Given a peptide amino acid sequence and an MHC pseudo amino acid sequence, predict their binding affinity value. This is MHC class II binding data. (1) The peptide sequence is WQDLELSWNLNGLQAY. The MHC is DRB1_0401 with pseudo-sequence DRB1_0401. The binding affinity (normalized) is 0.326. (2) The peptide sequence is EVQKVSQPATGAATV. The MHC is DRB1_1302 with pseudo-sequence DRB1_1302. The binding affinity (normalized) is 0.348. (3) The peptide sequence is TSFIRNCARKVFNDI. The MHC is DRB1_0404 with pseudo-sequence DRB1_0404. The binding affinity (normalized) is 0.715. (4) The peptide sequence is EDIAMGYVVSNFEGV. The MHC is DRB1_0101 with pseudo-sequence DRB1_0101. The binding affinity (normalized) is 0.557. (5) The peptide sequence is KYPNLKKPTVWRRGH. The MHC is DRB1_0101 with pseudo-sequence DRB1_0101. The binding affinity (normalized) is 0.798.